Task: Predict which catalyst facilitates the given reaction.. Dataset: Catalyst prediction with 721,799 reactions and 888 catalyst types from USPTO Reactant: Cl.[CH3:2][N:3]([CH3:10])[CH2:4][CH2:5][CH2:6][C:7]([OH:9])=[O:8].[CH3:11][CH2:12][CH2:13][CH2:14][CH2:15][CH2:16][CH2:17][CH2:18][CH2:19][CH:20](O)[CH2:21][CH2:22][CH2:23][CH2:24][CH2:25][CH2:26][CH2:27][CH2:28][CH2:29][CH:30]=[CH:31][CH2:32][CH:33]=[CH:34][CH2:35][CH2:36][CH2:37][CH2:38][CH3:39].C(Cl)CCl.CCN(C(C)C)C(C)C. Product: [CH3:2][N:3]([CH3:10])[CH2:4][CH2:5][CH2:6][C:7]([O:9][CH:30]([CH2:29][CH2:28][CH2:27][CH2:26][CH2:25][CH2:24][CH2:23][CH2:22][CH2:21]/[CH:20]=[CH:19]\[CH2:18]/[CH:17]=[CH:16]\[CH2:15][CH2:14][CH2:13][CH2:12][CH3:11])[CH2:31][CH2:32][CH2:33][CH2:34][CH2:35][CH2:36][CH2:37][CH2:38][CH3:39])=[O:8]. The catalyst class is: 79.